From a dataset of Reaction yield outcomes from USPTO patents with 853,638 reactions. Predict the reaction yield, written as a fraction of the theoretical maximum amount of product (1.0 means a 100% yield; for example, 0.34 means a 34% yield). The reactants are [CH2:1]([O:3][C:4](=[O:23])[CH:5]([C:7]1[C:8]([CH3:22])=[N:9][C:10]2[N:11]([N:14]=[C:15]([C:17]([O:19][CH2:20][CH3:21])=[O:18])[CH:16]=2)[C:12]=1[I:13])[OH:6])[CH3:2].CC(OI1(OC(C)=O)(OC(C)=O)OC(=O)C2C=CC=CC1=2)=O. The catalyst is C(Cl)Cl.C(OCC)(=O)C. The product is [CH2:1]([O:3][C:4](=[O:23])[C:5]([C:7]1[C:8]([CH3:22])=[N:9][C:10]2[N:11]([N:14]=[C:15]([C:17]([O:19][CH2:20][CH3:21])=[O:18])[CH:16]=2)[C:12]=1[I:13])=[O:6])[CH3:2]. The yield is 0.910.